This data is from Catalyst prediction with 721,799 reactions and 888 catalyst types from USPTO. The task is: Predict which catalyst facilitates the given reaction. (1) Reactant: [NH2:1][C:2]1[C:6]([C:7](=[O:9])[NH2:8])=[C:5]([C:10]2[CH:15]=[CH:14][C:13]([O:16][C:17]3[CH:22]=[CH:21][CH:20]=[CH:19][CH:18]=3)=[CH:12][CH:11]=2)[N:4]([C@@H:23]2[CH2:28][CH2:27][CH2:26][N:25](C(OC(C)(C)C)=O)[CH2:24]2)[N:3]=1.C(O)(C(F)(F)F)=O.O. Product: [NH2:1][C:2]1[C:6]([C:7]([NH2:8])=[O:9])=[C:5]([C:10]2[CH:11]=[CH:12][C:13]([O:16][C:17]3[CH:22]=[CH:21][CH:20]=[CH:19][CH:18]=3)=[CH:14][CH:15]=2)[N:4]([C@@H:23]2[CH2:28][CH2:27][CH2:26][NH:25][CH2:24]2)[N:3]=1. The catalyst class is: 2. (2) Reactant: [C:1]1([N:7]=[C:8]=[O:9])[CH:6]=[CH:5][CH:4]=[CH:3][CH:2]=1.[C:10]([CH2:12][C:13]1([N:17]2[CH:21]=[C:20]([C:22]3[CH:27]=[N:26][N:25]4[C:28]([C:31]5[CH:32]=[C:33]([NH:37][C:38]([NH:40][CH2:41][C:42]([F:45])([F:44])[F:43])=[O:39])[CH:34]=[CH:35][CH:36]=5)=[CH:29][N:30]=[C:24]4[CH:23]=3)[CH:19]=[N:18]2)[CH2:16][NH:15][CH2:14]1)#[N:11].C(N(CC)CC)C. Product: [C:10]([CH2:12][C:13]1([N:17]2[CH:21]=[C:20]([C:22]3[CH:27]=[N:26][N:25]4[C:28]([C:31]5[CH:36]=[CH:35][CH:34]=[C:33]([NH:37][C:38]([NH:40][CH2:41][C:42]([F:44])([F:45])[F:43])=[O:39])[CH:32]=5)=[CH:29][N:30]=[C:24]4[CH:23]=3)[CH:19]=[N:18]2)[CH2:14][N:15]([C:8]([NH:7][C:1]2[CH:6]=[CH:5][CH:4]=[CH:3][CH:2]=2)=[O:9])[CH2:16]1)#[N:11]. The catalyst class is: 405. (3) Reactant: [C:1]([NH:24][CH2:25][C:26]([O:28]C)=[O:27])(=[O:23])[CH2:2][CH2:3]/[CH:4]=[CH:5]\[CH2:6]/[CH:7]=[CH:8]\[CH2:9]/[CH:10]=[CH:11]\[CH2:12]/[CH:13]=[CH:14]\[CH2:15]/[CH:16]=[CH:17]\[CH2:18]/[CH:19]=[CH:20]\[CH2:21][CH3:22].[OH-].[Na+].Cl. Product: [C:1]([NH:24][CH2:25][C:26]([OH:28])=[O:27])(=[O:23])[CH2:2][CH2:3]/[CH:4]=[CH:5]\[CH2:6]/[CH:7]=[CH:8]\[CH2:9]/[CH:10]=[CH:11]\[CH2:12]/[CH:13]=[CH:14]\[CH2:15]/[CH:16]=[CH:17]\[CH2:18]/[CH:19]=[CH:20]\[CH2:21][CH3:22]. The catalyst class is: 1. (4) Reactant: [C:1]([Si:5]([CH3:22])([CH3:21])[N:6]1[C:14]2[C:9](=[CH:10][C:11](B(O)O)=[CH:12][CH:13]=2)[C:8]([CH:18]([CH3:20])[CH3:19])=[CH:7]1)([CH3:4])([CH3:3])[CH3:2].[OH:23][C:24]1[C:38]([CH3:39])=[CH:37][C:27]([O:28][CH2:29][C:30]([O:32][C:33]([CH3:36])([CH3:35])[CH3:34])=[O:31])=[CH:26][C:25]=1[CH3:40].N1C=CC=CC=1.C(N(CC)CC)C. Product: [C:33]([O:32][C:30](=[O:31])[CH2:29][O:28][C:27]1[CH:26]=[C:25]([CH3:40])[C:24]([O:23][C:11]2[CH:10]=[C:9]3[C:14](=[CH:13][CH:12]=2)[N:6]([Si:5]([C:1]([CH3:4])([CH3:3])[CH3:2])([CH3:22])[CH3:21])[CH:7]=[C:8]3[CH:18]([CH3:20])[CH3:19])=[C:38]([CH3:39])[CH:37]=1)([CH3:36])([CH3:35])[CH3:34]. The catalyst class is: 221. (5) Reactant: C(OC([N:8]1[CH2:13][CH:12]=[C:11]([C:14]2[N:15]=[C:16]([CH:24]3[CH2:27][CH2:26][CH2:25]3)[N:17]3[CH:22]=[CH:21][N:20]=[C:19]([NH2:23])[C:18]=23)[CH2:10][CH2:9]1)=O)(C)(C)C.Cl. Product: [CH:24]1([C:16]2[N:17]3[CH:22]=[CH:21][N:20]=[C:19]([NH2:23])[C:18]3=[C:14]([C:11]3[CH2:12][CH2:13][NH:8][CH2:9][CH:10]=3)[N:15]=2)[CH2:27][CH2:26][CH2:25]1. The catalyst class is: 12.